Dataset: Forward reaction prediction with 1.9M reactions from USPTO patents (1976-2016). Task: Predict the product of the given reaction. (1) Given the reactants [CH3:1]/[C:2](/[CH2:9][CH2:10][CH2:11]/[CH:12]=[CH:13]\[CH2:14]/[CH:15]=[CH:16]\[CH2:17]/[CH:18]=[CH:19]\[CH2:20]/[CH:21]=[CH:22]\[CH2:23]/[CH:24]=[CH:25]\[CH2:26][CH3:27])=[CH:3]\[C:4](OCC)=[O:5], predict the reaction product. The product is: [CH3:1]/[C:2](/[CH2:9][CH2:10][CH2:11]/[CH:12]=[CH:13]\[CH2:14]/[CH:15]=[CH:16]\[CH2:17]/[CH:18]=[CH:19]\[CH2:20]/[CH:21]=[CH:22]\[CH2:23]/[CH:24]=[CH:25]\[CH2:26][CH3:27])=[CH:3]\[CH2:4][OH:5]. (2) The product is: [CH3:7][O:6][C:5]1[CH:4]=[C:3]([O:9][CH3:10])[N:11]=[C:24]([CH2:23][C:22]([F:28])([F:27])[F:21])[N:8]=1. Given the reactants Cl.Cl.[C:3](=[NH:11])([O:9][CH3:10])[CH2:4][C:5](=[NH:8])[O:6][CH3:7].C(N(CC)C(C)C)(C)C.[F:21][C:22]([F:28])([F:27])[CH2:23][C:24](Cl)=O, predict the reaction product. (3) Given the reactants C([N:8]1[CH2:13][CH2:12][O:11][CH:10]([C:14]2[CH:19]=[CH:18][C:17]([CH:20]=[CH:21][C:22]3[C:27](Cl)=[CH:26][CH:25]=[CH:24][C:23]=3Cl)=[CH:16][CH:15]=2)[CH2:9]1)C1C=CC=CC=1, predict the reaction product. The product is: [CH2:20]([C:17]1[CH:18]=[CH:19][C:14]([CH:10]2[O:11][CH2:12][CH2:13][NH:8][CH2:9]2)=[CH:15][CH:16]=1)[CH2:21][C:22]1[CH:23]=[CH:24][CH:25]=[CH:26][CH:27]=1. (4) Given the reactants [Br:1][C:2]1[CH:7]=[CH:6][C:5]([SH:8])=[CH:4][CH:3]=1.I[C:10]1[CH:15]=[CH:14][CH:13]=[CH:12][C:11]=1[C:16]([F:19])([F:18])[F:17].CC(CCC)C(=O)C(=O)C(C)(C)C.C(=O)([O-])[O-].[Cs+].[Cs+], predict the reaction product. The product is: [Br:1][C:2]1[CH:7]=[CH:6][C:5]([S:8][C:10]2[CH:15]=[CH:14][CH:13]=[CH:12][C:11]=2[C:16]([F:19])([F:18])[F:17])=[CH:4][CH:3]=1. (5) Given the reactants [C:1]([O:9][CH2:10][CH3:11])(=[O:8])[CH2:2][C:3]([O:5][CH2:6][CH3:7])=[O:4].[H-].[Na+].[CH2:14]([N:21]=[C:22]=[O:23])[C:15]1[CH:20]=[CH:19][CH:18]=[CH:17][CH:16]=1.Cl, predict the reaction product. The product is: [C:15]1([CH2:14][NH:21][C:22]([CH:2]([C:3]([O:5][CH2:6][CH3:7])=[O:4])[C:1]([O:9][CH2:10][CH3:11])=[O:8])=[O:23])[CH:20]=[CH:19][CH:18]=[CH:17][CH:16]=1. (6) Given the reactants [CH2:1]([O:8][C:9]1[C:10]([Br:22])=[C:11]2[C:16](=[CH:17][C:18]=1[N+:19]([O-])=O)[CH2:15][CH2:14][CH2:13][CH2:12]2)[C:2]1[CH:7]=[CH:6][CH:5]=[CH:4][CH:3]=1, predict the reaction product. The product is: [CH2:1]([O:8][C:9]1[C:18]([NH2:19])=[CH:17][C:16]2[CH2:15][CH2:14][CH2:13][CH2:12][C:11]=2[C:10]=1[Br:22])[C:2]1[CH:3]=[CH:4][CH:5]=[CH:6][CH:7]=1. (7) Given the reactants [CH3:1][C:2]1[CH:3]=[C:4]([C:19]2[S:23][C:22]([C:24]3([OH:30])[CH2:29][CH2:28][NH:27][CH2:26][CH2:25]3)=[N:21][CH:20]=2)[CH:5]=[C:6]([NH:8][C:9]2[N:14]=[C:13]([C:15]([F:18])([F:17])[F:16])[CH:12]=[CH:11][N:10]=2)[CH:7]=1.C(N(CC)C(C)C)(C)C.[C:40]1([S:46](Cl)(=[O:48])=[O:47])[CH:45]=[CH:44][CH:43]=[CH:42][CH:41]=1, predict the reaction product. The product is: [CH3:1][C:2]1[CH:3]=[C:4]([C:19]2[S:23][C:22]([C:24]3([OH:30])[CH2:25][CH2:26][N:27]([S:46]([C:40]4[CH:45]=[CH:44][CH:43]=[CH:42][CH:41]=4)(=[O:48])=[O:47])[CH2:28][CH2:29]3)=[N:21][CH:20]=2)[CH:5]=[C:6]([NH:8][C:9]2[N:14]=[C:13]([C:15]([F:17])([F:18])[F:16])[CH:12]=[CH:11][N:10]=2)[CH:7]=1.